Dataset: Forward reaction prediction with 1.9M reactions from USPTO patents (1976-2016). Task: Predict the product of the given reaction. (1) Given the reactants C([SiH](CC)CC)C.[CH3:8][O:9][C:10](=[O:24])[C:11]([C:13]1[C:21]2[C:16](=[N:17][C:18]([Cl:22])=[CH:19][CH:20]=2)[NH:15][C:14]=1[CH3:23])=O, predict the reaction product. The product is: [CH3:8][O:9][C:10](=[O:24])[CH2:11][C:13]1[C:21]2[C:16](=[N:17][C:18]([Cl:22])=[CH:19][CH:20]=2)[NH:15][C:14]=1[CH3:23]. (2) Given the reactants Br[C:2]1[CH:7]=[C:6]([C:8]([CH3:11])([CH3:10])[CH3:9])[C:5]([O:12][CH3:13])=[CH:4][C:3]=1[CH2:14][S:15][CH3:16].[CH3:17][O:18][C:19]1[C:24](B(O)O)=[CH:23][CH:22]=[CH:21][N:20]=1.C([O-])([O-])=O.[Na+].[Na+], predict the reaction product. The product is: [C:8]([C:6]1[C:5]([O:12][CH3:13])=[CH:4][C:3]([CH2:14][S:15][CH3:16])=[C:2]([C:24]2[C:19]([O:18][CH3:17])=[N:20][CH:21]=[CH:22][CH:23]=2)[CH:7]=1)([CH3:11])([CH3:10])[CH3:9]. (3) Given the reactants NC1C=CC(C(OC)=O)=C(Cl)C=1C#C.[NH2:15][C:16]1[C:25]([CH3:26])=[CH:24][C:19]([C:20]([O:22][CH3:23])=[O:21])=[C:18]([C:27]([F:30])([F:29])[F:28])[C:17]=1[C:31]#[C:32][Si](C)(C)C, predict the reaction product. The product is: [NH2:15][C:16]1[C:25]([CH3:26])=[CH:24][C:19]([C:20]([O:22][CH3:23])=[O:21])=[C:18]([C:27]([F:28])([F:29])[F:30])[C:17]=1[C:31]#[CH:32].